Dataset: Forward reaction prediction with 1.9M reactions from USPTO patents (1976-2016). Task: Predict the product of the given reaction. (1) Given the reactants CO[C:3](=[O:14])[C:4]1[CH:9]=[CH:8][C:7]([O:10][CH3:11])=[CH:6][C:5]=1[CH2:12]Br.C(N(CC)CC)C.[CH3:22][O:23][CH2:24][CH2:25][NH2:26], predict the reaction product. The product is: [CH3:11][O:10][C:7]1[CH:6]=[C:5]2[C:4](=[CH:9][CH:8]=1)[C:3](=[O:14])[N:26]([CH2:25][CH2:24][O:23][CH3:22])[CH2:12]2. (2) Given the reactants [F:1][C:2]1([F:18])C(=O)[CH2:6][CH2:5][N:4]([C:9]2[CH:14]=[CH:13][C:12]([N+:15]([O-:17])=[O:16])=[CH:11][CH:10]=2)[CH2:3]1.[CH3:19][O:20][CH:21](OC)[O:22][CH3:23].O.C1(C)C=CC(S(O)(=O)=O)=CC=1, predict the reaction product. The product is: [CH3:19][O:20][C:21]1([O:22][CH3:23])[CH2:6][CH2:5][N:4]([C:9]2[CH:14]=[CH:13][C:12]([N+:15]([O-:17])=[O:16])=[CH:11][CH:10]=2)[CH2:3][C:2]1([F:1])[F:18].